Dataset: Reaction yield outcomes from USPTO patents with 853,638 reactions. Task: Predict the reaction yield, written as a fraction of the theoretical maximum amount of product (1.0 means a 100% yield; for example, 0.34 means a 34% yield). (1) The reactants are F[C:2]1[CH:7]=[CH:6][C:5]([NH:8][C:9](=[O:20])[C:10]2[CH:15]=[CH:14][CH:13]=[C:12]([C:16]([F:19])([F:18])[F:17])[CH:11]=2)=[CH:4][C:3]=1[N+:21]([O-:23])=[O:22].[OH:24][C:25]1[CH:30]=[CH:29][C:28]([SH:31])=[CH:27][CH:26]=1.C(=O)([O-])[O-].[K+].[K+]. The catalyst is CN(C)C=O. The product is [OH:24][C:25]1[CH:30]=[CH:29][C:28]([S:31][C:2]2[CH:7]=[CH:6][C:5]([NH:8][C:9](=[O:20])[C:10]3[CH:15]=[CH:14][CH:13]=[C:12]([C:16]([F:19])([F:18])[F:17])[CH:11]=3)=[CH:4][C:3]=2[N+:21]([O-:23])=[O:22])=[CH:27][CH:26]=1. The yield is 1.00. (2) The reactants are [F:1][C:2]([F:12])([F:11])[C:3]1[CH:8]=[CH:7][C:6]([NH:9]N)=[CH:5][CH:4]=1.C[O:14][C:15](=[O:23])[CH2:16][CH2:17][CH:18](OC)OC.S(=O)(=O)(O)O. The catalyst is O. The product is [F:1][C:2]([F:12])([F:11])[C:3]1[CH:8]=[C:7]2[C:6](=[CH:5][CH:4]=1)[NH:9][CH:18]=[C:17]2[CH2:16][C:15]([OH:23])=[O:14]. The yield is 0.0150. (3) The reactants are [C:1]([N:8]1[CH2:13][CH2:12][NH:11][C:10](=[O:14])[CH2:9]1)([O:3][C:4]([CH3:7])([CH3:6])[CH3:5])=[O:2].[H-].[Na+].Br[CH:18]([C:20]1[CH:25]=[CH:24][C:23]([I:26])=[CH:22][CH:21]=1)[CH3:19]. The catalyst is CN(C=O)C. The product is [C:4]([O:3][C:1]([N:8]1[CH2:13][CH2:12][N:11]([CH:18]([C:20]2[CH:25]=[CH:24][C:23]([I:26])=[CH:22][CH:21]=2)[CH3:19])[C:10](=[O:14])[CH2:9]1)=[O:2])([CH3:7])([CH3:6])[CH3:5]. The yield is 0.680. (4) The reactants are CS(C1C=CC(N2CCCC2)=C(C=1)C(O)=O)(=O)=O.Cl[C:20]1[CH:28]=[CH:27][C:26]([S:29](=[O:33])(=[O:32])[NH:30][CH3:31])=[CH:25][C:21]=1[C:22]([OH:24])=[O:23].[NH:34]1[CH2:39][CH2:38][O:37][CH2:36][CH2:35]1. No catalyst specified. The product is [CH3:31][NH:30][S:29]([C:26]1[CH:27]=[CH:28][C:20]([N:34]2[CH2:39][CH2:38][O:37][CH2:36][CH2:35]2)=[C:21]([CH:25]=1)[C:22]([OH:24])=[O:23])(=[O:33])=[O:32]. The yield is 0.400. (5) The reactants are [NH2:1][C:2]1[CH:10]=[CH:9][CH:8]=[C:7]2[C:3]=1[CH2:4][N:5]([CH:12]1[CH2:17][CH2:16][C:15](=[O:18])[NH:14][C:13]1=[O:19])[C:6]2=[O:11].[Cl:20][CH2:21][C:22](Cl)=[O:23]. The catalyst is C1COCC1.ClCC(Cl)=O. The product is [O:19]=[C:13]1[CH:12]([N:5]2[CH2:4][C:3]3[C:7](=[CH:8][CH:9]=[CH:10][C:2]=3[NH:1][C:22](=[O:23])[CH2:21][Cl:20])[C:6]2=[O:11])[CH2:17][CH2:16][C:15](=[O:18])[NH:14]1. The yield is 0.920.